From a dataset of Full USPTO retrosynthesis dataset with 1.9M reactions from patents (1976-2016). Predict the reactants needed to synthesize the given product. (1) Given the product [C:13]([C:10]1([CH2:15][CH3:16])[CH2:11][CH2:12][N:8]([C:6]2[CH:5]=[CH:4][N:3]=[C:2]([NH:1][C:21]([CH:18]3[CH2:20][CH2:19]3)=[O:22])[CH:7]=2)[C:9]1=[O:17])#[N:14], predict the reactants needed to synthesize it. The reactants are: [NH2:1][C:2]1[CH:7]=[C:6]([N:8]2[CH2:12][CH2:11][C:10]([CH2:15][CH3:16])([C:13]#[N:14])[C:9]2=[O:17])[CH:5]=[CH:4][N:3]=1.[CH:18]1([C:21](Cl)=[O:22])[CH2:20][CH2:19]1.O. (2) Given the product [CH2:1]([O:8][C:9]1[C:10]([C:25]2[CH:26]=[CH:27][C:28]3[O:33][CH2:32][CH2:31][CH2:30][C:29]=3[CH:34]=2)=[C:11]([CH:19]([OH:24])[C:20]([O:22][CH3:23])=[O:21])[C:12]([C:15]([F:17])([F:18])[F:16])=[CH:13][CH:14]=1)[C:2]1[CH:7]=[CH:6][CH:5]=[CH:4][CH:3]=1, predict the reactants needed to synthesize it. The reactants are: [CH2:1]([O:8][C:9]1[C:10]([C:25]2[CH:26]=[CH:27][C:28]3[O:33][CH2:32][CH2:31][CH2:30][C:29]=3[CH:34]=2)=[C:11]([C:19](=[O:24])[C:20]([O:22][CH3:23])=[O:21])[C:12]([C:15]([F:18])([F:17])[F:16])=[CH:13][CH:14]=1)[C:2]1[CH:7]=[CH:6][CH:5]=[CH:4][CH:3]=1.[BH4-].[Na+].C(O)(=O)C.O. (3) The reactants are: [Cl:1][CH2:2][CH2:3][CH2:4][CH2:5][N:6]1[C:10]2[C:11](=O)[CH2:12][N:13]([CH3:17])[S:14](=[O:16])(=[O:15])[C:9]=2[CH:8]=[CH:7]1.Cl.[NH2:20][OH:21].C([O-])(=O)C.[Na+]. Given the product [Cl:1][CH2:2][CH2:3][CH2:4][CH2:5][N:6]1[C:10]2[C:11](=[N:20][OH:21])[CH2:12][N:13]([CH3:17])[S:14](=[O:16])(=[O:15])[C:9]=2[CH:8]=[CH:7]1, predict the reactants needed to synthesize it. (4) Given the product [O:21]=[C:22]1[N:26]2[CH2:27][C:28](=[O:34])[NH:29][C:30]3[CH:31]=[CH:32][CH:33]=[C:24]([C:25]=32)[N:23]1[CH2:35][C:36]([N:2]([CH3:1])[C:3]1[CH:4]=[C:5]2[C:18](=[CH:19][CH:20]=1)[CH2:17][C:7]1([C:15]3[C:10](=[N:11][CH:12]=[CH:13][CH:14]=3)[NH:9][C:8]1=[O:16])[CH2:6]2)=[O:38], predict the reactants needed to synthesize it. The reactants are: [CH3:1][NH:2][C:3]1[CH:4]=[C:5]2[C:18](=[CH:19][CH:20]=1)[CH2:17][C:7]1([C:15]3[C:10](=[N:11][CH:12]=[CH:13][CH:14]=3)[NH:9][C:8]1=[O:16])[CH2:6]2.[O:21]=[C:22]1[N:26]2[CH2:27][C:28](=[O:34])[NH:29][C:30]3[CH:31]=[CH:32][CH:33]=[C:24]([C:25]=32)[N:23]1[CH2:35][C:36]([OH:38])=O.C1CN([P+](ON2N=NC3C=CC=CC2=3)(N2CCCC2)N2CCCC2)CC1.F[P-](F)(F)(F)(F)F.C(N(CC)C(C)C)(C)C. (5) Given the product [Cl:1][C:2]1[CH:7]=[C:6]([Cl:8])[CH:5]=[CH:4][C:3]=1[C:9]1[CH:13]=[C:12]([O:14][CH:18]([F:20])[F:19])[N:11]([CH3:22])[N:10]=1, predict the reactants needed to synthesize it. The reactants are: [Cl:1][C:2]1[CH:7]=[C:6]([Cl:8])[CH:5]=[CH:4][C:3]=1[C:9]1[CH:13]=[C:12]([OH:14])[NH:11][N:10]=1.[OH-].[Na+].Cl[CH:18]([F:20])[F:19].O1CCOC[CH2:22]1.